From a dataset of Full USPTO retrosynthesis dataset with 1.9M reactions from patents (1976-2016). Predict the reactants needed to synthesize the given product. (1) Given the product [C:14]([C:15]1[C:16](=[O:17])[NH:1][C:2]2[C:3]([CH:4]=1)=[CH:6][C:7]([Cl:10])=[CH:8][N:9]=2)(=[O:13])[CH3:19], predict the reactants needed to synthesize it. The reactants are: [NH2:1][C:2]1[N:9]=[CH:8][C:7]([Cl:10])=[CH:6][C:3]=1[CH:4]=O.CC1(C)[O:17][C:16](=O)[CH:15]=[C:14]([CH3:19])[O:13]1. (2) Given the product [N:27]1([C:20]2[N:19]=[C:18]([NH:17][C:14]3[CH:13]=[CH:12][C:11]([C:7]4([C:5]([OH:6])=[O:4])[CH2:10][CH2:9][CH2:8]4)=[CH:16][CH:15]=3)[C:23]3[CH2:24][CH2:25][CH2:26][C:22]=3[N:21]=2)[CH2:28][CH2:29][O:30][CH2:31][CH2:32]1, predict the reactants needed to synthesize it. The reactants are: [OH-].[Na+].C[O:4][C:5]([C:7]1([C:11]2[CH:16]=[CH:15][C:14]([NH:17][C:18]3[C:23]4[CH2:24][CH2:25][CH2:26][C:22]=4[N:21]=[C:20]([N:27]4[CH2:32][CH2:31][O:30][CH2:29][CH2:28]4)[N:19]=3)=[CH:13][CH:12]=2)[CH2:10][CH2:9][CH2:8]1)=[O:6]. (3) Given the product [Cl:35][C:32]1[CH:31]=[CH:30][C:29]([C:26]2[CH:27]=[CH:28][C:23]([C:22]#[C:21][C:18]3[CH:19]=[CH:20][C:15]([CH2:14][CH2:13][N:5]4[CH2:6][CH2:7][CH:2]([CH3:1])[CH2:3][CH2:4]4)=[C:16]([CH3:36])[CH:17]=3)=[N:24][CH:25]=2)=[CH:34][CH:33]=1, predict the reactants needed to synthesize it. The reactants are: [CH3:1][CH:2]1[CH2:7][CH2:6][NH:5][CH2:4][CH2:3]1.CS(O[CH2:13][CH2:14][C:15]1[CH:20]=[CH:19][C:18]([C:21]#[C:22][C:23]2[CH:28]=[CH:27][C:26]([C:29]3[CH:34]=[CH:33][C:32]([Cl:35])=[CH:31][CH:30]=3)=[CH:25][N:24]=2)=[CH:17][C:16]=1[CH3:36])(=O)=O.